This data is from Full USPTO retrosynthesis dataset with 1.9M reactions from patents (1976-2016). The task is: Predict the reactants needed to synthesize the given product. Given the product [CH2:19]([O:18][CH2:17][C:16]1[O:26][C:1]([C:2]2[CH:3]=[CH:4][CH:5]=[CH:6][CH:7]=2)=[N:9][C:10]=1[C:11]([O:13][CH2:14][CH3:15])=[O:12])[C:20]1[CH:21]=[CH:22][CH:23]=[CH:24][CH:25]=1, predict the reactants needed to synthesize it. The reactants are: [C:1]([NH:9][CH:10]([C:16](=[O:26])[CH2:17][O:18][CH2:19][C:20]1[CH:25]=[CH:24][CH:23]=[CH:22][CH:21]=1)[C:11]([O:13][CH2:14][CH3:15])=[O:12])(=O)[C:2]1[CH:7]=[CH:6][CH:5]=[CH:4][CH:3]=1.P(Cl)(Cl)(Cl)=O.C(=O)(O)[O-].[Na+].